This data is from Catalyst prediction with 721,799 reactions and 888 catalyst types from USPTO. The task is: Predict which catalyst facilitates the given reaction. (1) Reactant: S(Cl)(Cl)=O.CC1C(C)=CC=CC=1C(O)=O.CC1C(C)=CC=CC=1C(Cl)=O.[CH3:27][O:28][C:29]1[CH:30]=[C:31]2[C:36](=[CH:37][C:38]=1[O:39][CH3:40])[N:35]=[CH:34][CH:33]=[C:32]2[O:41][C:42]1[CH:48]=[CH:47][C:45]([NH2:46])=[CH:44][CH:43]=1.[CH3:49][C:50]1[C:55]([CH3:56])=[CH:54][CH:53]=[CH:52][C:51]=1[C:57]([N:59]=[C:60]=[S:61])=[O:58]. Product: [CH3:27][O:28][C:29]1[CH:30]=[C:31]2[C:36](=[CH:37][C:38]=1[O:39][CH3:40])[N:35]=[CH:34][CH:33]=[C:32]2[O:41][C:42]1[CH:48]=[CH:47][C:45]([NH:46][C:60]([NH:59][C:57](=[O:58])[C:51]2[CH:52]=[CH:53][CH:54]=[C:55]([CH3:56])[C:50]=2[CH3:49])=[S:61])=[CH:44][CH:43]=1. The catalyst class is: 234. (2) Reactant: C([O:9][C:10](=[O:36])[CH2:11][CH2:12][CH2:13][CH2:14][CH:15]([S:27][C:28](=[O:35])[C:29]1[CH:34]=[CH:33][CH:32]=[CH:31][CH:30]=1)[CH2:16][CH2:17][S:18][C:19](=[O:26])[C:20]1[CH:25]=[CH:24][CH:23]=[CH:22][CH:21]=1)(=O)C1C=CC=CC=1. Product: [C:28]([S:27][CH:15]([CH2:16][CH2:17][S:18][C:19](=[O:26])[C:20]1[CH:21]=[CH:22][CH:23]=[CH:24][CH:25]=1)[CH2:14][CH2:13][CH2:12][CH2:11][C:10]([OH:36])=[O:9])(=[O:35])[C:29]1[CH:30]=[CH:31][CH:32]=[CH:33][CH:34]=1. The catalyst class is: 38.